This data is from Forward reaction prediction with 1.9M reactions from USPTO patents (1976-2016). The task is: Predict the product of the given reaction. (1) The product is: [Cl:1][C:2]1[C:7]([Cl:8])=[C:6]([S:9](=[O:18])(=[O:17])[NH:10][C@@H:11]([CH3:16])[C:12]([F:13])([F:15])[F:14])[CH:5]=[CH:4][C:3]=1[C:19]1[S:23][C:22]([C:24]2[O:28][C:27]([CH2:29][C:30]([CH3:35])([CH3:36])[C:31]([OH:33])=[O:32])=[N:26][N:25]=2)=[N:21][C:20]=1[C:37](=[O:43])[N:38]([CH2:41][CH3:42])[CH2:39][CH3:40]. Given the reactants [Cl:1][C:2]1[C:7]([Cl:8])=[C:6]([S:9](=[O:18])(=[O:17])[NH:10][C@@H:11]([CH3:16])[C:12]([F:15])([F:14])[F:13])[CH:5]=[CH:4][C:3]=1[C:19]1[S:23][C:22]([C:24]2[O:28][C:27]([CH2:29][C:30]([CH3:36])([CH3:35])[C:31]([O:33]C)=[O:32])=[N:26][N:25]=2)=[N:21][C:20]=1[C:37](=[O:43])[N:38]([CH2:41][CH3:42])[CH2:39][CH3:40].O[Li].O.O, predict the reaction product. (2) The product is: [Li+:8].[CH3:2][CH:1]([N-:4][CH:5]([CH3:7])[CH3:6])[CH3:3].[CH3:9][O:45][C:43]([C@H:44]1[CH2:2][C@H:1]2[N:4]([CH3:5])[C@H:48]([CH2:47][C:51](=[O:50])[CH:41]2[C:39]([O:38][CH2:31][C:32]2[CH:33]=[CH:34][CH:35]=[CH:36][CH:37]=2)=[O:40])[CH2:49]1)=[O:46]. Given the reactants [CH:1]([NH:4][CH:5]([CH3:7])[CH3:6])([CH3:3])[CH3:2].[Li:8][CH2:9]CCC.C1(C2CCCCCCCC2)CCCCCCCC1.[CH2:31]([O:38][C:39]([C:41]#N)=[O:40])[C:32]1[CH:37]=[CH:36][CH:35]=[CH:34][CH:33]=1.[C:43]([OH:46])(=[O:45])[CH3:44].[CH2:47]1[CH2:51][O:50][CH2:49][CH2:48]1, predict the reaction product. (3) Given the reactants [F:1][C:2]1[CH:9]=[CH:8][C:5]([CH:6]=O)=[CH:4][CH:3]=1.C([O-])(=O)C.[Na+].C([BH3-])#N.[Na+].Cl.[CH2:20]([O:22][C:23](=[O:30])[CH2:24][CH:25]([NH2:29])[CH:26]1[CH2:28][CH2:27]1)[CH3:21], predict the reaction product. The product is: [CH2:20]([O:22][C:23](=[O:30])[CH2:24][CH:25]([CH:26]1[CH2:28][CH2:27]1)[NH:29][CH2:6][C:5]1[CH:8]=[CH:9][C:2]([F:1])=[CH:3][CH:4]=1)[CH3:21]. (4) Given the reactants [C:1]([N:7]1[CH2:13][C:12]2[CH:14]=[CH:15][C:16]([C:18]([O:20]C)=O)=[CH:17][C:11]=2[O:10][CH2:9][CH2:8]1)(=[O:6])[C:2]([CH3:5])([CH3:4])[CH3:3].[OH-:22].[Na+].[NH2:24]O.Cl, predict the reaction product. The product is: [OH:22][NH:24][C:18]([C:16]1[CH:15]=[CH:14][C:12]2[CH2:13][N:7]([C:1](=[O:6])[C:2]([CH3:5])([CH3:4])[CH3:3])[CH2:8][CH2:9][O:10][C:11]=2[CH:17]=1)=[O:20]. (5) Given the reactants [CH2:1]([O:3][C:4]1[N:5]([C:38]2[CH:43]=[CH:42][CH:41]=[CH:40][CH:39]=2)[C:6]([C:32]2[CH:37]=[CH:36][CH:35]=[CH:34][CH:33]=2)=[C:7]([C:9]([N:11]2[CH2:16][CH2:15][N:14]([C:17]([O:19][C:20]([CH3:23])([CH3:22])[CH3:21])=[O:18])[CH2:13][C@H:12]2[CH2:24][S:25][C:26]2[CH:31]=[CH:30][CH:29]=[CH:28][CH:27]=2)=[O:10])[N:8]=1)[CH3:2].ClC1C=CC=C(C(OO)=[O:52])C=1.C(=O)(O)[O-].[Na+], predict the reaction product. The product is: [CH2:1]([O:3][C:4]1[N:5]([C:38]2[CH:39]=[CH:40][CH:41]=[CH:42][CH:43]=2)[C:6]([C:32]2[CH:37]=[CH:36][CH:35]=[CH:34][CH:33]=2)=[C:7]([C:9]([N:11]2[CH2:16][CH2:15][N:14]([C:17]([O:19][C:20]([CH3:23])([CH3:21])[CH3:22])=[O:18])[CH2:13][C@H:12]2[CH2:24][S:25]([C:26]2[CH:27]=[CH:28][CH:29]=[CH:30][CH:31]=2)=[O:52])=[O:10])[N:8]=1)[CH3:2].